Task: Regression. Given two drug SMILES strings and cell line genomic features, predict the synergy score measuring deviation from expected non-interaction effect.. Dataset: NCI-60 drug combinations with 297,098 pairs across 59 cell lines (1) Drug 1: CN(C)N=NC1=C(NC=N1)C(=O)N. Drug 2: B(C(CC(C)C)NC(=O)C(CC1=CC=CC=C1)NC(=O)C2=NC=CN=C2)(O)O. Cell line: HOP-92. Synergy scores: CSS=7.45, Synergy_ZIP=-1.27, Synergy_Bliss=0.395, Synergy_Loewe=0.410, Synergy_HSA=1.18. (2) Drug 1: C1CCN(CC1)CCOC2=CC=C(C=C2)C(=O)C3=C(SC4=C3C=CC(=C4)O)C5=CC=C(C=C5)O. Drug 2: CC(CN1CC(=O)NC(=O)C1)N2CC(=O)NC(=O)C2. Cell line: HOP-62. Synergy scores: CSS=6.45, Synergy_ZIP=-2.11, Synergy_Bliss=-4.32, Synergy_Loewe=-9.08, Synergy_HSA=-9.75.